The task is: Predict the product of the given reaction.. This data is from Forward reaction prediction with 1.9M reactions from USPTO patents (1976-2016). (1) Given the reactants [CH2:1]([C:5]1[CH:10]=[CH:9][C:8]([I:11])=[CH:7][CH:6]=1)[CH2:2][C:3]#[CH:4].[CH:12]12[CH2:21][CH:16]3[CH2:17][CH:18]([CH2:20][CH:14]([CH2:15]3)[C:13]1=[O:22])[CH2:19]2, predict the reaction product. The product is: [I:11][C:8]1[CH:7]=[CH:6][C:5]([CH2:1][CH2:2][C:3]#[C:4][C:12]23[CH2:21][CH:16]4[CH2:17][CH:18]([CH2:20][CH:14]([CH2:15]4)[CH:13]2[OH:22])[CH2:19]3)=[CH:10][CH:9]=1. (2) Given the reactants Cl[C:2]1[CH:7]=[C:6]([CH3:8])[N:5]=[C:4]([NH:9][C:10](=[NH:20])[NH:11][C:12]2[CH:17]=[CH:16][C:15]([Cl:18])=[C:14]([Cl:19])[CH:13]=2)[N:3]=1.[NH2:21][C@H:22]1[CH2:27][CH2:26][CH2:25][N:24](C(OC(C)(C)C)=O)[CH2:23]1, predict the reaction product. The product is: [Cl:19][C:14]1[CH:13]=[C:12]([NH:11][C:10]([NH:9][C:4]2[N:5]=[C:6]([CH3:8])[CH:7]=[C:2]([NH:21][C@H:22]3[CH2:27][CH2:26][CH2:25][NH:24][CH2:23]3)[N:3]=2)=[NH:20])[CH:17]=[CH:16][C:15]=1[Cl:18]. (3) Given the reactants [NH2:1][C:2]1[CH:7]=[CH:6][C:5]([S:8]([NH:11][C:12]2[CH:13]=[C:14]3[C:18](=[CH:19][C:20]=2[Br:21])[NH:17][CH:16]=[CH:15]3)(=[O:10])=[O:9])=[CH:4][CH:3]=1.[CH3:22][Si]([N-][Si](C)(C)C)(C)C.[Na+].[CH3:32]I.C(=O)(O)[O-].[Na+].[CH3:39][N:40]([CH:42]=O)[CH3:41], predict the reaction product. The product is: [NH2:1][C:2]1[CH:7]=[CH:6][C:5]([S:8]([N:11]([C:12]2[CH:13]=[C:14]3[C:39](=[CH:19][C:20]=2[Br:21])[N:40]([CH3:41])[CH:42]=[CH:15]3)[CH3:32])(=[O:10])=[O:9])=[CH:4][CH:3]=1.[NH2:1][C:2]1[CH:7]=[CH:6][C:5]([S:8]([N:11]([C:12]2[CH:13]=[C:14]3[C:18](=[CH:19][C:20]=2[Br:21])[NH:17][CH:16]=[CH:15]3)[CH3:22])(=[O:10])=[O:9])=[CH:4][CH:3]=1.